This data is from Full USPTO retrosynthesis dataset with 1.9M reactions from patents (1976-2016). The task is: Predict the reactants needed to synthesize the given product. (1) Given the product [NH2:1][C:2]1[N:7]=[C:6]([NH:8][CH2:9][CH2:10][NH:11][C:12]2[CH:17]=[C:16]([C:23]3[CH:22]=[C:21]([Cl:20])[CH:26]=[C:25]([Cl:27])[CH:24]=3)[N:15]=[C:14]([NH2:19])[N:13]=2)[CH:5]=[CH:4][N:3]=1, predict the reactants needed to synthesize it. The reactants are: [NH2:1][C:2]1[N:7]=[C:6]([NH:8][CH2:9][CH2:10][NH:11][C:12]2[CH:17]=[C:16](Cl)[N:15]=[C:14]([NH2:19])[N:13]=2)[CH:5]=[CH:4][N:3]=1.[Cl:20][C:21]1[CH:22]=[C:23](B(O)O)[CH:24]=[C:25]([Cl:27])[CH:26]=1. (2) Given the product [C:25]([C:2]1[CH:7]=[CH:6][N:5]=[C:4]([N:8]2[C:15]3[C@H:14]4[CH2:16][C@H:13]4[CH2:12][C:11]=3[C:10]([C:17]([OH:19])=[O:18])=[N:9]2)[CH:3]=1)#[N:27], predict the reactants needed to synthesize it. The reactants are: Br[C:2]1[CH:7]=[CH:6][N:5]=[C:4]([N:8]2[C:15]3[C@H:14]4[CH2:16][C@H:13]4[CH2:12][C:11]=3[C:10]([C:17]([OH:19])=[O:18])=[N:9]2)[CH:3]=1.[H-].[Na+].O.Cl.C[C:25]([N:27](C)C)=O. (3) Given the product [O:32]=[S:20]1(=[O:31])[C:26]2[CH:27]=[CH:28][CH:29]=[CH:30][C:25]=2[CH2:24][N:23]([C:2]2[N:11]=[C:10]([NH:17][CH2:16][CH:15]([F:14])[CH2:18][NH2:19])[C:9]3[C:4](=[CH:5][CH:6]=[C:7]([CH3:13])[CH:8]=3)[N:3]=2)[CH2:22][CH2:21]1, predict the reactants needed to synthesize it. The reactants are: Cl[C:2]1[N:11]=[C:10](Cl)[C:9]2[C:4](=[CH:5][CH:6]=[C:7]([CH3:13])[CH:8]=2)[N:3]=1.[F:14][CH:15]([CH2:18][NH2:19])[CH2:16][NH2:17].[S:20]1(=[O:32])(=[O:31])[C:26]2[CH:27]=[CH:28][CH:29]=[CH:30][C:25]=2[CH2:24][NH:23][CH2:22][CH2:21]1.